This data is from Forward reaction prediction with 1.9M reactions from USPTO patents (1976-2016). The task is: Predict the product of the given reaction. (1) The product is: [F:1][C:2]1[CH:3]=[CH:4][C:5]([C@@H:8]2[C@@H:12]([OH:13])[CH2:11][CH2:10][C@H:9]2[C:14]([OH:16])=[O:15])=[CH:6][CH:7]=1. Given the reactants [F:1][C:2]1[CH:7]=[CH:6][C:5]([C:8]2[C@@H:12]([OH:13])[CH2:11][CH2:10][C:9]=2[C:14]([O:16]C)=[O:15])=[CH:4][CH:3]=1.C1COCC1.OS([O-])(=O)=O.[Na+], predict the reaction product. (2) Given the reactants [O:1]=[C:2]1[NH:6][N:5]=[C:4]([C:7]2[CH:8]=[C:9]3[C:14](=[C:15]([NH:17][C@H:18]4[CH2:22][CH2:21][N:20](C(OC(C)(C)C)=O)[CH2:19]4)[N:16]=2)[N:13]=[CH:12][CH:11]=[CH:10]3)[NH:3]1.C(O)(C(F)(F)F)=O, predict the reaction product. The product is: [NH:20]1[CH2:21][CH2:22][C@H:18]([NH:17][C:15]2[N:16]=[C:7]([C:4]3[NH:3][C:2](=[O:1])[NH:6][N:5]=3)[CH:8]=[C:9]3[C:14]=2[N:13]=[CH:12][CH:11]=[CH:10]3)[CH2:19]1.